This data is from Full USPTO retrosynthesis dataset with 1.9M reactions from patents (1976-2016). The task is: Predict the reactants needed to synthesize the given product. (1) Given the product [Cl:31][C:28]1[N:29]=[CH:30][C:25]([CH2:24][NH:23][C:2]2[CH:3]=[CH:4][C:5]([N+:13]([O-:15])=[O:14])=[C:6]([N:8]3[CH2:12][CH2:11][CH2:10][CH2:9]3)[N:7]=2)=[CH:26][CH:27]=1, predict the reactants needed to synthesize it. The reactants are: Cl[C:2]1[N:7]=[C:6]([N:8]2[CH2:12][CH2:11][CH2:10][CH2:9]2)[C:5]([N+:13]([O-:15])=[O:14])=[CH:4][CH:3]=1.C(N(CC)CC)C.[NH2:23][CH2:24][C:25]1[CH:26]=[CH:27][C:28]([Cl:31])=[N:29][CH:30]=1.C([O-])(O)=O.[Na+]. (2) Given the product [Br:1][C:2]1[CH:11]=[C:10]2[C:5]([CH2:6][CH2:7][CH2:8][C:9]32[C:15](=[O:16])[N:14]([CH3:17])[C:13](=[S:28])[NH:12]3)=[CH:4][CH:3]=1, predict the reactants needed to synthesize it. The reactants are: [Br:1][C:2]1[CH:11]=[C:10]2[C:5]([CH2:6][CH2:7][CH2:8][C:9]32[C:15](=[O:16])[N:14]([CH3:17])[C:13](=O)[NH:12]3)=[CH:4][CH:3]=1.COC1C=CC(P2(SP(C3C=CC(OC)=CC=3)(=S)S2)=[S:28])=CC=1.